From a dataset of Reaction yield outcomes from USPTO patents with 853,638 reactions. Predict the reaction yield, written as a fraction of the theoretical maximum amount of product (1.0 means a 100% yield; for example, 0.34 means a 34% yield). (1) The reactants are C[O:2][C:3](=[O:28])[CH2:4][CH2:5][C:6]([C:8]1[C:25]2=[C:26]3[C:15]([C:16]4[C:27]5[C:20](=[CH:21][CH:22]=[CH:23][C:24]2=5)[CH:19]=[CH:18][CH:17]=4)=[CH:14][CH:13]=[CH:12][C:11]3=[CH:10][CH:9]=1)=O.O.NN.[OH-].[K+].Cl. The catalyst is C(O)COCCO.O. The product is [C:8]1([CH2:6][CH2:5][CH2:4][C:3]([OH:28])=[O:2])[C:25]2=[C:26]3[C:15]([C:16]4[C:27]5[C:20](=[CH:21][CH:22]=[CH:23][C:24]2=5)[CH:19]=[CH:18][CH:17]=4)=[CH:14][CH:13]=[CH:12][C:11]3=[CH:10][CH:9]=1. The yield is 0.688. (2) The reactants are [Br:1][C:2]1[C:7]([CH:8]=[O:9])=[C:6]([F:10])[C:5]([O:11]C)=[CH:4][CH:3]=1.B(Br)(Br)Br. The catalyst is ClCCl. The product is [Br:1][C:2]1[C:7]([CH:8]=[O:9])=[C:6]([F:10])[C:5]([OH:11])=[CH:4][CH:3]=1. The yield is 0.860. (3) The yield is 0.940. No catalyst specified. The product is [N:1]([CH2:4][CH2:5][CH2:6][C:7]1([C:20]2[CH:25]=[CH:24][CH:23]=[CH:22][CH:21]=2)[N:11]([C:62](=[O:63])[CH:45]([NH:46][C:31](=[O:32])[O:30][C:26]([CH3:27])([CH3:28])[CH3:29])[CH3:44])[N:10]=[C:9]([C:12]2[CH:17]=[C:16]([F:18])[CH:15]=[CH:14][C:13]=2[F:19])[S:8]1)=[N+:2]=[N-:3]. The reactants are [N:1]([CH2:4][CH2:5][CH2:6][C:7]1([C:20]2[CH:25]=[CH:24][CH:23]=[CH:22][CH:21]=2)[NH:11][N:10]=[C:9]([C:12]2[CH:17]=[C:16]([F:18])[CH:15]=[CH:14][C:13]=2[F:19])[S:8]1)=[N+:2]=[N-:3].[C:26]([O:30][C:31](C(C)C(O)=O)=[O:32])([CH3:29])([CH3:28])[CH3:27].CCN=C=NC[CH2:44][CH2:45][N:46](C)C.C1C=CC2N(O)N=NC=2C=1.CN([CH:62]=[O:63])C. (4) The yield is 0.461. The product is [CH3:25][N:26]([CH3:32])[C@H:27]1[CH2:31][CH2:30][N:29]([C:19]([C:18]2[CH:22]=[CH:23][C:15]([N:12]3[C:13]([OH:14])=[C:9]([C:6]4[CH:7]=[CH:8][C:3]([C:1]#[N:2])=[CH:4][C:5]=4[CH3:24])[CH:10]=[N:11]3)=[N:16][CH:17]=2)=[O:21])[CH2:28]1. The reactants are [C:1]([C:3]1[CH:8]=[CH:7][C:6]([C:9]2[CH:10]=[N:11][N:12]([C:15]3[CH:23]=[CH:22][C:18]([C:19]([OH:21])=O)=[CH:17][N:16]=3)[C:13]=2[OH:14])=[C:5]([CH3:24])[CH:4]=1)#[N:2].[CH3:25][N:26]([CH3:32])[C@H:27]1[CH2:31][CH2:30][NH:29][CH2:28]1.Cl.C(N=C=NCCCN(C)C)C.C1C=CC2N(O)N=NC=2C=1.CCN(C(C)C)C(C)C.Cl. The catalyst is CN(C=O)C. (5) The reactants are [Cl-].[Cl:2][C:3]1[C:7](Cl)=[S+:6][S:5][N:4]=1.[Br:9][C:10]1[CH:16]=[C:15]([N+:17]([O-:19])=[O:18])[CH:14]=[CH:13][C:11]=1[NH2:12]. The catalyst is C1COCC1. The product is [Br:9][C:10]1[CH:16]=[C:15]([N+:17]([O-:19])=[O:18])[CH:14]=[CH:13][C:11]=1/[N:12]=[C:7]1/[C:3]([Cl:2])=[N:4][S:5][S:6]/1. The yield is 0.400.